From a dataset of Reaction yield outcomes from USPTO patents with 853,638 reactions. Predict the reaction yield, written as a fraction of the theoretical maximum amount of product (1.0 means a 100% yield; for example, 0.34 means a 34% yield). (1) The catalyst is C(O)=O. The product is [Cl:1][C:2]1[CH:17]=[C:16]([CH:18]=[O:19])[CH:15]=[CH:14][C:3]=1[O:4][C:5]1[CH:6]=[CH:7][C:8]([C:11]([NH2:13])=[O:12])=[N:9][CH:10]=1. The yield is 0.855. The reactants are [Cl:1][C:2]1[CH:17]=[C:16]([CH:18]2OCC[O:19]2)[CH:15]=[CH:14][C:3]=1[O:4][C:5]1[CH:6]=[CH:7][C:8]([C:11]([NH2:13])=[O:12])=[N:9][CH:10]=1. (2) The reactants are [CH2:1]=[C:2]1[CH2:7][CH2:6][N:5]([C:8]2[CH:13]=[CH:12][C:11]([N+:14]([O-])=O)=[CH:10][CH:9]=2)[CH2:4][CH2:3]1. The catalyst is C(OCC)(=O)C. The product is [CH2:1]=[C:2]1[CH2:7][CH2:6][N:5]([C:8]2[CH:9]=[CH:10][C:11]([NH2:14])=[CH:12][CH:13]=2)[CH2:4][CH2:3]1. The yield is 0.750. (3) The reactants are [Cl:1][C:2]1[CH:3]=[CH:4][C:5]2[N:6]([CH:8]=[CH:9][N:10]=2)[N:7]=1.[Br:11]Br. The catalyst is C(O)(=O)C. The product is [Br:11][C:8]1[N:6]2[N:7]=[C:2]([Cl:1])[CH:3]=[CH:4][C:5]2=[N:10][CH:9]=1. The yield is 0.600. (4) The catalyst is Cl. The product is [Cl:1][C:2]1[C:3]([C:8]2[CH:16]=[CH:15][C:11]([C:12]3[NH:26][C:21]4[CH:20]=[C:19]([C:18]([F:17])([F:27])[F:28])[CH:24]=[CH:23][C:22]=4[N:25]=3)=[CH:10][CH:9]=2)=[N:4][CH:5]=[CH:6][CH:7]=1. The yield is 0.650. The reactants are [Cl:1][C:2]1[C:3]([C:8]2[CH:16]=[CH:15][C:11]([C:12](O)=O)=[CH:10][CH:9]=2)=[N:4][CH:5]=[CH:6][CH:7]=1.[F:17][C:18]([F:28])([F:27])[C:19]1[CH:20]=[C:21]([NH2:26])[C:22]([NH2:25])=[CH:23][CH:24]=1.C([O-])(O)=O.[Na+]. (5) The reactants are [C:1](=O)([O:32]C1C=CC([N+]([O-])=O)=CC=1)[O:2][C@@H:3]1[CH2:7][C@H:6]([C:8]2[N:12]3[C:13]4[CH:19]=[CH:18][N:17](S(C5C=CC(C)=CC=5)(=O)=O)[C:14]=4[N:15]=[CH:16][C:11]3=[N:10][N:9]=2)[C@H:5]([CH2:30][CH3:31])[CH2:4]1.[CH:43]1([NH2:47])[CH2:46][CH2:45][CH2:44]1.[OH-].[Na+]. The catalyst is O1CCOCC1. The product is [CH:43]1([NH:47][C:1](=[O:32])[O:2][C@@H:3]2[CH2:7][C@H:6]([C:8]3[N:12]4[C:13]5[CH:19]=[CH:18][NH:17][C:14]=5[N:15]=[CH:16][C:11]4=[N:10][N:9]=3)[C@H:5]([CH2:30][CH3:31])[CH2:4]2)[CH2:46][CH2:45][CH2:44]1. The yield is 0.500. (6) The reactants are [F:1][C:2]1[CH:11]=[C:10]2[C:5]([CH:6]=[CH:7][NH:8][C:9]2=O)=[CH:4][C:3]=1[O:13][CH3:14].O=P(Cl)(Cl)[Cl:17]. No catalyst specified. The product is [Cl:17][C:9]1[C:10]2[C:5](=[CH:4][C:3]([O:13][CH3:14])=[C:2]([F:1])[CH:11]=2)[CH:6]=[CH:7][N:8]=1. The yield is 0.550. (7) The reactants are [C:1]1([CH:8]=[CH:7][CH:6]=[C:4]([OH:5])[CH:3]=1)O.[C:9]([O-:12])([O-])=O.[K+].[K+].Br[CH2:16][CH2:17][CH:18]([CH3:20])C. The catalyst is CC(C)=O. The product is [CH2:4]([O:5][C:4]1[CH:6]=[CH:7][CH:8]=[C:1]([O:12][CH2:9][CH2:16][CH2:17][CH2:18][CH3:20])[CH:3]=1)[CH2:3][CH2:1][CH2:8][CH3:7]. The yield is 0.910. (8) The yield is 1.00. The product is [Br:1][C:2]1[CH:7]=[CH:6][C:5]([O:8][CH2:10][CH2:11][N:12]2[CH2:17][CH2:16][O:15][CH2:14][CH2:13]2)=[CH:4][CH:3]=1. The catalyst is C(#N)C.CCOCC. The reactants are [Br:1][C:2]1[CH:7]=[CH:6][C:5]([OH:8])=[CH:4][CH:3]=1.Cl[CH2:10][CH2:11][N:12]1[CH2:17][CH2:16][O:15][CH2:14][CH2:13]1.Cl.C([O-])([O-])=O.[K+].[K+]. (9) The reactants are C(OC(=O)[NH:7][CH2:8][CH2:9][CH2:10][NH:11][C:12]1[C:17]([CH:18]2[CH2:20][CH2:19]2)=[CH:16][N:15]=[C:14]([NH:21][C:22]2[CH:27]=[CH:26][CH:25]=[C:24]([NH:28][C:29](=[O:31])[CH3:30])[CH:23]=2)[N:13]=1)(C)(C)C.[ClH:33]. The catalyst is O1CCOCC1. The product is [ClH:33].[ClH:33].[NH2:7][CH2:8][CH2:9][CH2:10][NH:11][C:12]1[C:17]([CH:18]2[CH2:19][CH2:20]2)=[CH:16][N:15]=[C:14]([NH:21][C:22]2[CH:23]=[C:24]([NH:28][C:29](=[O:31])[CH3:30])[CH:25]=[CH:26][CH:27]=2)[N:13]=1. The yield is 0.740.